From a dataset of Forward reaction prediction with 1.9M reactions from USPTO patents (1976-2016). Predict the product of the given reaction. (1) Given the reactants [OH:1][CH2:2][CH2:3][CH2:4][CH2:5][NH:6][S:7]([C:10]1[CH:15]=[CH:14][C:13](Br)=[CH:12][C:11]=1[C:17]([F:20])([F:19])[F:18])(=[O:9])=[O:8].[C:21]1(B(O)O)[CH:26]=[CH:25][CH:24]=[CH:23][CH:22]=1, predict the reaction product. The product is: [OH:1][CH2:2][CH2:3][CH2:4][CH2:5][NH:6][S:7]([C:10]1[CH:15]=[CH:14][C:13]([C:21]2[CH:26]=[CH:25][CH:24]=[CH:23][CH:22]=2)=[CH:12][C:11]=1[C:17]([F:20])([F:19])[F:18])(=[O:9])=[O:8]. (2) Given the reactants Cl.I[C:3]1[CH:4]=[C:5]2[C:10](=[CH:11][CH:12]=1)[N:9]=[CH:8][C:7]([C:13]([NH2:15])=[O:14])=[C:6]2[NH:16][C:17]1[CH:22]=[CH:21][CH:20]=[C:19]([O:23][CH3:24])[CH:18]=1.CC(C)([O-])C.[K+].[CH3:31][O:32][C:33]1[CH:38]=[CH:37][C:36]([CH2:39][SH:40])=[CH:35][CH:34]=1.O(C1C=CC=CC=1P(C1C=CC=CC=1)C1C=CC=CC=1)C1C=CC=CC=1P(C1C=CC=CC=1)C1C=CC=CC=1, predict the reaction product. The product is: [CH3:24][O:23][C:19]1[CH:18]=[C:17]([NH:16][C:6]2[C:5]3[C:10](=[CH:11][CH:12]=[C:3]([S:40][CH2:39][C:36]4[CH:37]=[CH:38][C:33]([O:32][CH3:31])=[CH:34][CH:35]=4)[CH:4]=3)[N:9]=[CH:8][C:7]=2[C:13]([NH2:15])=[O:14])[CH:22]=[CH:21][CH:20]=1.